The task is: Predict the reactants needed to synthesize the given product.. This data is from Full USPTO retrosynthesis dataset with 1.9M reactions from patents (1976-2016). Given the product [CH:28]1([CH2:31][N:10]([C@@H:11]2[C:17](=[O:18])[NH:16][C:15]3[CH:19]=[CH:20][CH:21]=[CH:22][C:14]=3[C:13]3[CH:23]=[CH:24][CH:25]=[CH:26][C:12]2=3)[C:9](=[O:27])[C:2]([OH:1])([CH2:6][CH2:7][CH3:8])[C:3]([NH2:35])=[O:4])[CH2:30][CH2:29]1, predict the reactants needed to synthesize it. The reactants are: [OH:1][C:2]([C:9](=[O:27])[NH:10][C@@H:11]1[C:17](=[O:18])[NH:16][C:15]2[CH:19]=[CH:20][CH:21]=[CH:22][C:14]=2[C:13]2[CH:23]=[CH:24][CH:25]=[CH:26][C:12]1=2)([CH2:6][CH2:7][CH3:8])[C:3](O)=[O:4].[CH:28]1([CH2:31]N)[CH2:30][CH2:29]1.O.O[N:35]1C2C=CC=CC=2N=N1.C(N(C(C)C)CC)(C)C.Cl.CN(C)CCCN=C=NCC.